This data is from Reaction yield outcomes from USPTO patents with 853,638 reactions. The task is: Predict the reaction yield, written as a fraction of the theoretical maximum amount of product (1.0 means a 100% yield; for example, 0.34 means a 34% yield). (1) The reactants are O.[CH:2]([C:4]1[CH:9]=[CH:8][CH:7]=[CH:6][C:5]=1[S:10]([O-:13])(=[O:12])=[O:11])=O.[Na+:14].C(=O)([O-])[O-].[K+].[K+].[CH3:21][O:22][C:23]([CH2:25]P(OC)(OC)=O)=[O:24]. The catalyst is O. The product is [CH3:21][O:22][C:23]([CH:25]=[CH:2][C:4]1[CH:9]=[CH:8][CH:7]=[CH:6][C:5]=1[S:10]([O-:13])(=[O:12])=[O:11])=[O:24].[Na+:14]. The yield is 0.520. (2) The reactants are [CH3:1][O:2][C:3]1[CH:4]=[C:5]([C:11]2[CH:12]=[CH:13][C:14]3[N:15]=[CH:16][NH:17][C:18](=O)[C:19]=3[N:20]=2)[CH:6]=[CH:7][C:8]=1[O:9][CH3:10].P(Cl)(Cl)([Cl:24])=O.N1C(C)=CC=CC=1C. The catalyst is C1(C)C=CC=CC=1. The product is [Cl:24][C:18]1[C:19]2[N:20]=[C:11]([C:5]3[CH:6]=[CH:7][C:8]([O:9][CH3:10])=[C:3]([O:2][CH3:1])[CH:4]=3)[CH:12]=[CH:13][C:14]=2[N:15]=[CH:16][N:17]=1. The yield is 0.770. (3) The yield is 0.0700. The product is [F:24][C:2]([F:23])([F:1])[C:3]1[CH:4]=[C:5]([C:13]2[N:17]=[CH:16][N:15](/[CH:18]=[CH:19]\[C:20]([NH:36][NH:35][C:33](=[O:34])[CH2:32][N:31]3[CH:26]([CH3:25])[CH2:27][O:28][CH2:29][CH:30]3[CH3:37])=[O:21])[N:14]=2)[CH:6]=[C:7]([C:9]([F:12])([F:11])[F:10])[CH:8]=1. The reactants are [F:1][C:2]([F:24])([F:23])[C:3]1[CH:4]=[C:5]([C:13]2[N:17]=[CH:16][N:15](/[CH:18]=[CH:19]\[C:20](O)=[O:21])[N:14]=2)[CH:6]=[C:7]([C:9]([F:12])([F:11])[F:10])[CH:8]=1.[CH3:25][CH:26]1[N:31]([CH2:32][C:33]([NH:35][NH2:36])=[O:34])[CH:30]([CH3:37])[CH2:29][O:28][CH2:27]1.C(P1(=O)OP(CCC)(=O)OP(CCC)(=O)O1)CC.CCN(C(C)C)C(C)C. The catalyst is C1COCC1.O. (4) The reactants are [CH2:1]([N:8]([CH2:17][C:18]1[CH:23]=[CH:22][CH:21]=[CH:20][CH:19]=1)[C:9]1[CH:14]=[C:13]([Br:15])[CH:12]=[CH:11][C:10]=1[F:16])[C:2]1[CH:7]=[CH:6][CH:5]=[CH:4][CH:3]=1.C([N-]C(C)C)(C)C.[Li+].C([Li])CCC.C(NC(C)C)(C)C.[C:44](=[O:46])=[O:45]. The catalyst is C1COCC1. The product is [Br:15][C:13]1[CH:14]=[C:9]([N:8]([CH2:1][C:2]2[CH:3]=[CH:4][CH:5]=[CH:6][CH:7]=2)[CH2:17][C:18]2[CH:23]=[CH:22][CH:21]=[CH:20][CH:19]=2)[C:10]([F:16])=[C:11]([CH:12]=1)[C:44]([OH:46])=[O:45]. The yield is 0.400.